From a dataset of Reaction yield outcomes from USPTO patents with 853,638 reactions. Predict the reaction yield, written as a fraction of the theoretical maximum amount of product (1.0 means a 100% yield; for example, 0.34 means a 34% yield). The reactants are [N:1]1[CH:6]=[CH:5][CH:4]=[C:3]([CH:7]([NH2:16])[CH2:8][CH2:9][CH:10]2[CH2:15][CH2:14]O[CH2:12][CH2:11]2)[CH:2]=1.C(O)C.C([O-])([O-])=O.[K+].[K+].[Na+].[Cl-:27]. The catalyst is Br. The product is [ClH:27].[ClH:27].[N:1]1[CH:6]=[CH:5][CH:4]=[C:3]([CH:7]2[CH2:8][CH2:9][CH:10]3[CH2:15][CH2:14][N:16]2[CH2:12][CH2:11]3)[CH:2]=1. The yield is 0.817.